Dataset: Full USPTO retrosynthesis dataset with 1.9M reactions from patents (1976-2016). Task: Predict the reactants needed to synthesize the given product. (1) Given the product [CH:19]1([C:22]([N:4]2[CH2:3][C:2](=[O:1])[C:14]3[C:13]4[C:12]([C:15]([O:17][CH3:18])=[O:16])=[CH:11][CH:10]=[CH:9][C:8]=4[NH:7][C:6]=3[CH2:5]2)=[O:23])[CH2:21][CH2:20]1, predict the reactants needed to synthesize it. The reactants are: [O:1]=[C:2]1[C:14]2[C:13]3[C:12]([C:15]([O:17][CH3:18])=[O:16])=[CH:11][CH:10]=[CH:9][C:8]=3[NH:7][C:6]=2[CH2:5][NH:4][CH2:3]1.[CH:19]1([C:22](Cl)=[O:23])[CH2:21][CH2:20]1.CCN(C(C)C)C(C)C. (2) The reactants are: Cl.[NH2:2][CH:3]([CH:7]1[CH2:14][C:13]2[C:8]1=[CH:9][CH:10]=[CH:11][CH:12]=2)[C:4]([OH:6])=[O:5].S(Cl)([Cl:17])=O.[CH3:19]O. Given the product [ClH:17].[NH2:2][CH:3]([CH:7]1[CH2:14][C:13]2[C:8]1=[CH:9][CH:10]=[CH:11][CH:12]=2)[C:4]([O:6][CH3:19])=[O:5], predict the reactants needed to synthesize it. (3) Given the product [NH2:23][C:17]1[CH:18]=[C:19]([NH:22][C:9](=[O:11])[C:8]2[CH:12]=[CH:13][CH:14]=[C:6]([C:3]([C:1]#[N:2])([CH3:4])[CH3:5])[CH:7]=2)[CH:20]=[CH:21][C:16]=1[Cl:15], predict the reactants needed to synthesize it. The reactants are: [C:1]([C:3]([C:6]1[CH:7]=[C:8]([CH:12]=[CH:13][CH:14]=1)[C:9]([OH:11])=O)([CH3:5])[CH3:4])#[N:2].[Cl:15][C:16]1[CH:21]=[CH:20][C:19]([NH2:22])=[CH:18][C:17]=1[NH2:23].CN(C(ON1N=NC2C=CC=NC1=2)=[N+](C)C)C.F[P-](F)(F)(F)(F)F.CCN(C(C)C)C(C)C. (4) Given the product [CH2:30]([O:32][C:33]([C:35]1[NH:36][C:37]2[C:42]([CH:43]=1)=[CH:41][C:40]([O:44][CH:20]1[CH2:25][CH2:24][N:23]([CH:26]([CH3:28])[CH3:27])[CH2:22][CH2:21]1)=[C:39]([Br:45])[CH:38]=2)=[O:34])[CH3:31], predict the reactants needed to synthesize it. The reactants are: FC1(F)CCN(C(C2NC3C(C=2)=CC(O[CH:20]2[CH2:25][CH2:24][N:23]([CH:26]([CH3:28])[CH3:27])[CH2:22][CH2:21]2)=CC=3)=O)CC1.[CH2:30]([O:32][C:33]([C:35]1[NH:36][C:37]2[C:42]([CH:43]=1)=[CH:41][C:40]([OH:44])=[C:39]([Br:45])[CH:38]=2)=[O:34])[CH3:31]. (5) Given the product [OH:10][C:11]1[C:3]([O:2][CH3:1])=[C:4]([C:24](=[O:33])[CH2:25][NH:26][C:27]2([CH3:32])[CH2:31][CH2:30][CH2:29][CH2:28]2)[CH:5]=[CH:6][C:7]=1[OH:8], predict the reactants needed to synthesize it. The reactants are: [CH3:1][O:2][C:3]1[C:11]2[O:10]C(C3C=CC=CC=3)(C3C=CC=CC=3)[O:8][C:7]=2[CH:6]=[CH:5][C:4]=1[C:24](=[O:33])[CH2:25][NH:26][C:27]1([CH3:32])[CH2:31][CH2:30][CH2:29][CH2:28]1. (6) Given the product [F:7][C:8]1[N:13]=[CH:12][C:11]([C:18]2[C:19]([NH2:24])=[N:20][CH:21]=[CH:22][CH:23]=2)=[CH:10][CH:9]=1, predict the reactants needed to synthesize it. The reactants are: C(=O)([O-])[O-].[Na+].[Na+].[F:7][C:8]1[N:13]=[CH:12][C:11](B(O)O)=[CH:10][CH:9]=1.Br[C:18]1[C:19]([NH2:24])=[N:20][CH:21]=[CH:22][CH:23]=1.